Dataset: Full USPTO retrosynthesis dataset with 1.9M reactions from patents (1976-2016). Task: Predict the reactants needed to synthesize the given product. (1) Given the product [CH3:1][O:2][C:3]1[CH:4]=[C:5]([NH:11][C:12]2[N:13]=[CH:14][C:15]3[CH2:21][C:20](=[O:22])[NH:19][C:18]4[CH:23]=[C:24]([C:30]([OH:32])=[O:31])[CH:25]=[CH:26][C:17]=4[C:16]=3[N:28]=2)[CH:6]=[CH:7][C:8]=1[O:9][CH3:10], predict the reactants needed to synthesize it. The reactants are: [CH3:1][O:2][C:3]1[CH:4]=[C:5]([NH:11][C:12]2[N:13]=[CH:14][C:15]3[CH2:21][C:20](=[O:22])[NH:19][C:18]4[CH:23]=[C:24](I)[CH:25]=[CH:26][C:17]=4[C:16]=3[N:28]=2)[CH:6]=[CH:7][C:8]=1[O:9][CH3:10].C[C:30]([O:32]C(C)=O)=[O:31].C(O[Li])=O.[Li+].[Cl-].CCN(C(C)C)C(C)C. (2) Given the product [Cl:21][C:16]1[CH:15]=[C:14]([NH:13][C:7]2[C:6]3[C:11](=[CH:12][C:3]([C:28]#[C:27][C:26]([CH3:29])([N:30]4[CH2:31][CH2:32][N:33]([CH3:36])[CH2:34][CH2:35]4)[CH3:25])=[C:4]([N+:22]([O-:24])=[O:23])[CH:5]=3)[N:10]=[CH:9][N:8]=2)[CH:19]=[CH:18][C:17]=1[F:20], predict the reactants needed to synthesize it. The reactants are: Cl.Br[C:3]1[CH:12]=[C:11]2[C:6]([C:7]([NH:13][C:14]3[CH:19]=[CH:18][C:17]([F:20])=[C:16]([Cl:21])[CH:15]=3)=[N:8][CH:9]=[N:10]2)=[CH:5][C:4]=1[N+:22]([O-:24])=[O:23].[CH3:25][C:26]([N:30]1[CH2:35][CH2:34][N:33]([CH3:36])[CH2:32][CH2:31]1)([CH3:29])[C:27]#[CH:28].C(N(CC)CC)C.C1(P(C2C=CC=CC=2)C2C=CC=CC=2)C=CC=CC=1.N.